The task is: Predict the reaction yield, written as a fraction of the theoretical maximum amount of product (1.0 means a 100% yield; for example, 0.34 means a 34% yield).. This data is from Reaction yield outcomes from USPTO patents with 853,638 reactions. The reactants are [CH3:1][S:2]([C:5]1[CH:10]=[CH:9][C:8]([O:11][C:12]2[CH:17]=[CH:16][C:15]([N+:18]([O-])=O)=[C:14]([O:21][CH:22]3[CH2:27][CH2:26][O:25][CH2:24][CH2:23]3)[CH:13]=2)=[CH:7][N:6]=1)(=[O:4])=[O:3]. The catalyst is C(O)C.O1CCCC1.[C].[Pd]. The product is [CH3:1][S:2]([C:5]1[N:6]=[CH:7][C:8]([O:11][C:12]2[CH:17]=[CH:16][C:15]([NH2:18])=[C:14]([O:21][CH:22]3[CH2:27][CH2:26][O:25][CH2:24][CH2:23]3)[CH:13]=2)=[CH:9][CH:10]=1)(=[O:3])=[O:4]. The yield is 1.00.